This data is from Peptide-MHC class II binding affinity with 134,281 pairs from IEDB. The task is: Regression. Given a peptide amino acid sequence and an MHC pseudo amino acid sequence, predict their binding affinity value. This is MHC class II binding data. (1) The peptide sequence is LIDDVIAILPVDELY. The binding affinity (normalized) is 0.389. The MHC is DRB1_0301 with pseudo-sequence DRB1_0301. (2) The peptide sequence is VEDEARRMWASAQNI. The MHC is DRB1_0405 with pseudo-sequence DRB1_0405. The binding affinity (normalized) is 0.394. (3) The peptide sequence is DQQIWEKFGHLCKHH. The MHC is DRB1_0101 with pseudo-sequence DRB1_0101. The binding affinity (normalized) is 0.215. (4) The peptide sequence is SVGSLGRYKDEKDVT. The MHC is HLA-DQA10102-DQB10602 with pseudo-sequence HLA-DQA10102-DQB10602. The binding affinity (normalized) is 0.0440. (5) The peptide sequence is VQVTFTVQKGSDPKK. The MHC is DRB1_0101 with pseudo-sequence DRB1_0101. The binding affinity (normalized) is 0.705.